Dataset: Forward reaction prediction with 1.9M reactions from USPTO patents (1976-2016). Task: Predict the product of the given reaction. (1) Given the reactants N[CH2:2][CH2:3][N:4]([CH3:26])[C:5]1[C:6]([CH3:25])=[C:7]([CH:21]=[C:22]([Cl:24])[CH:23]=1)[C:8]([NH:10][CH2:11][C:12]1[C:13](=[O:20])[NH:14][C:15]([CH3:19])=[CH:16][C:17]=1[CH3:18])=[O:9].[CH2:27]=O.[C:29]([BH3-])#[N:30].[Na+], predict the reaction product. The product is: [Cl:24][C:22]1[CH:23]=[C:5]([N:4]([CH2:3][CH2:2][N:30]([CH3:29])[CH3:27])[CH3:26])[C:6]([CH3:25])=[C:7]([CH:21]=1)[C:8]([NH:10][CH2:11][C:12]1[C:13](=[O:20])[NH:14][C:15]([CH3:19])=[CH:16][C:17]=1[CH3:18])=[O:9]. (2) Given the reactants [C:1]([C:3]1[CH:8]=[CH:7][CH:6]=[C:5]([C:9]#[N:10])[C:4]=1[CH3:11])#[N:2].Cl.[NH2:13][OH:14].C(N(CC)CC)C.Cl, predict the reaction product. The product is: [C:1]([C:3]1[C:4]([CH3:11])=[C:5]([C:9](=[NH:10])[NH:13][OH:14])[CH:6]=[CH:7][CH:8]=1)#[N:2]. (3) The product is: [ClH:19].[CH3:1][N:2]1[CH2:6][CH2:5][C:4]2([CH2:11][CH2:10][NH:9][CH2:8][CH2:7]2)[CH2:3]1. Given the reactants [CH3:1][N:2]1[CH2:6][CH2:5][C:4]2([CH2:11][CH2:10][N:9](C(OC(C)(C)C)=O)[CH2:8][CH2:7]2)[CH2:3]1.[ClH:19], predict the reaction product. (4) Given the reactants C([NH:8][CH:9]1[CH2:14][CH2:13][N:12]([C:15]([O:17][C:18]([CH3:21])([CH3:20])[CH3:19])=[O:16])[C@@H:11]([C:22]([O:24][CH:25]2[CH2:29][CH2:28][CH2:27][CH2:26]2)=[O:23])[CH2:10]1)C1C=CC=CC=1, predict the reaction product. The product is: [NH2:8][CH:9]1[CH2:14][CH2:13][N:12]([C:15]([O:17][C:18]([CH3:21])([CH3:19])[CH3:20])=[O:16])[C@@H:11]([C:22]([O:24][CH:25]2[CH2:26][CH2:27][CH2:28][CH2:29]2)=[O:23])[CH2:10]1. (5) Given the reactants Cl[C:2]1[C:3](=[O:25])[N:4]([CH2:17][CH2:18][C:19]2[CH:24]=[CH:23][CH:22]=[CH:21][CH:20]=2)[C:5]([C:9]2[CH:14]=[CH:13][CH:12]=[CH:11][C:10]=2[O:15][CH3:16])=[N:6][C:7]=1[CH3:8].[N:26]1[CH:31]=[CH:30][CH:29]=[C:28](B(O)O)[CH:27]=1.C([O-])([O-])=O.[Cs+].[Cs+], predict the reaction product. The product is: [CH3:8][C:7]1[N:6]=[C:5]([C:9]2[CH:14]=[CH:13][CH:12]=[CH:11][C:10]=2[O:15][CH3:16])[N:4]([CH2:17][CH2:18][C:19]2[CH:24]=[CH:23][CH:22]=[CH:21][CH:20]=2)[C:3](=[O:25])[C:2]=1[C:28]1[CH:27]=[N:26][CH:31]=[CH:30][CH:29]=1. (6) The product is: [CH2:28]([O:27][C:25]([N:14]1[CH2:15][CH2:16][CH:11]([C:9](=[O:10])[C:6]2[CH:7]=[CH:8][C:3]([Cl:2])=[CH:4][CH:5]=2)[CH2:12][CH2:13]1)=[O:26])[C:29]1[CH:34]=[CH:33][CH:32]=[CH:31][CH:30]=1. Given the reactants Cl.[Cl:2][C:3]1[CH:8]=[CH:7][C:6]([C:9]([CH:11]2[CH2:16][CH2:15][NH:14][CH2:13][CH2:12]2)=[O:10])=[CH:5][CH:4]=1.C(N(CC)CC)C.Cl[C:25]([O:27][CH2:28][C:29]1[CH:34]=[CH:33][CH:32]=[CH:31][CH:30]=1)=[O:26], predict the reaction product. (7) Given the reactants CO[C:3]([C:5]1[N:6]=[C:7]([C:23]#[N:24])[C:8]2[C:13]([C:14]=1[OH:15])=[CH:12][CH:11]=[C:10]([O:16][C:17]1[CH:22]=[CH:21][CH:20]=[CH:19][CH:18]=1)[CH:9]=2)=[O:4].Cl.Cl.[CH2:27]([O:29][C:30](=[O:40])[CH2:31][C@H:32]([NH2:39])[C:33]1[CH:34]=[N:35][CH:36]=[CH:37][CH:38]=1)C.C[O-].[Na+].CO, predict the reaction product. The product is: [CH3:27][O:29][C:30](=[O:40])[CH2:31][C@H:32]([NH:39][C:3]([C:5]1[N:6]=[C:7]([C:23]#[N:24])[C:8]2[C:13]([C:14]=1[OH:15])=[CH:12][CH:11]=[C:10]([O:16][C:17]1[CH:18]=[CH:19][CH:20]=[CH:21][CH:22]=1)[CH:9]=2)=[O:4])[C:33]1[CH:34]=[N:35][CH:36]=[CH:37][CH:38]=1.